This data is from Catalyst prediction with 721,799 reactions and 888 catalyst types from USPTO. The task is: Predict which catalyst facilitates the given reaction. (1) The catalyst class is: 68. Reactant: Cl.Cl.[NH2:3][C@@H:4]1[C:18](=[O:19])[N:17]2[CH2:20][C@H:21]([O:23][C:24]3[C:33]4[C:28](=[C:29]([CH3:36])[C:30]([O:34][CH3:35])=[CH:31][CH:32]=4)[N:27]=[C:26]([C:37]4[S:38][CH:39]=[C:40]([CH:42]([CH3:44])[CH3:43])[N:41]=4)[CH:25]=3)[CH2:22][C@H:16]2[C:15](=[O:45])[NH:14][C@:13]2([C:47]([NH:49][S:50]([CH:53]3[CH2:55][CH2:54]3)(=[O:52])=[O:51])=[O:48])[CH2:46][C@H:12]2[CH:11]=[CH:10][CH2:9][CH2:8][CH2:7][CH2:6][CH2:5]1.C(N(CC)C(C)C)(C)C.ClC(Cl)(O[C:69](=[O:75])OC(Cl)(Cl)Cl)Cl.[NH:77]1[CH2:82][CH2:81][CH2:80][CH2:79][CH2:78]1. Product: [CH:53]1([S:50]([NH:49][C:47]([C@@:13]23[CH2:46][C@H:12]2[CH:11]=[CH:10][CH2:9][CH2:8][CH2:7][CH2:6][CH2:5][C@H:4]([NH:3][C:69]([N:77]2[CH2:82][CH2:81][CH2:80][CH2:79][CH2:78]2)=[O:75])[C:18](=[O:19])[N:17]2[CH2:20][C@H:21]([O:23][C:24]4[C:33]5[C:28](=[C:29]([CH3:36])[C:30]([O:34][CH3:35])=[CH:31][CH:32]=5)[N:27]=[C:26]([C:37]5[S:38][CH:39]=[C:40]([CH:42]([CH3:43])[CH3:44])[N:41]=5)[CH:25]=4)[CH2:22][C@H:16]2[C:15](=[O:45])[NH:14]3)=[O:48])(=[O:51])=[O:52])[CH2:54][CH2:55]1. (2) Reactant: [C:1]1([C:16]2[CH:21]=[CH:20][CH:19]=[CH:18][CH:17]=2)[CH:6]=[CH:5][CH:4]=[CH:3][C:2]=1[CH:7]1[O:11][N:10]=[C:9]([C:12](=O)[CH2:13]Cl)[CH2:8]1.[NH2:22][C:23](=[S:41])[CH:24]1[CH2:29][CH2:28][N:27]([C:30]([NH:32][C:33]2[CH:38]=[C:37]([CH3:39])[CH:36]=[CH:35][C:34]=2[CH3:40])=[O:31])[CH2:26][CH2:25]1.[Br-].[Na+].C(=O)(O)[O-].[Na+]. Product: [C:1]1([C:16]2[CH:21]=[CH:20][CH:19]=[CH:18][CH:17]=2)[CH:6]=[CH:5][CH:4]=[CH:3][C:2]=1[CH:7]1[O:11][N:10]=[C:9]([C:12]2[N:22]=[C:23]([CH:24]3[CH2:29][CH2:28][N:27]([C:30]([NH:32][C:33]4[CH:38]=[C:37]([CH3:39])[CH:36]=[CH:35][C:34]=4[CH3:40])=[O:31])[CH2:26][CH2:25]3)[S:41][CH:13]=2)[CH2:8]1. The catalyst class is: 47. (3) Reactant: [NH2:1][C:2]1[C:3]([CH3:21])=[C:4]([CH:18]=[CH:19][CH:20]=1)[O:5][CH:6]1[CH2:10][CH2:9][N:8]([C:11]([O:13][C:14]([CH3:17])([CH3:16])[CH3:15])=[O:12])[CH2:7]1.C([O-])(=O)C.[K+].C(OC(=O)C)(=O)C.C(O[N:40]=O)CC(C)C. Product: [NH:1]1[C:2]2[C:3](=[C:4]([O:5][CH:6]3[CH2:10][CH2:9][N:8]([C:11]([O:13][C:14]([CH3:15])([CH3:16])[CH3:17])=[O:12])[CH2:7]3)[CH:18]=[CH:19][CH:20]=2)[CH:21]=[N:40]1. The catalyst class is: 48. (4) Reactant: [OH:1][CH2:2][CH:3]1[CH2:8][CH2:7][N:6]([C:9]([O:11][C:12]([CH3:15])([CH3:14])[CH3:13])=[O:10])[CH2:5][CH2:4]1.[H-].[Na+].Cl[C:19]1[CH:24]=[C:23]([N:25]([CH2:34][O:35][CH2:36][CH2:37][Si:38]([CH3:41])([CH3:40])[CH3:39])[CH2:26][O:27][CH2:28][CH2:29][Si:30]([CH3:33])([CH3:32])[CH3:31])[N:22]2[N:42]=[CH:43][C:44]([C:45]3[CH:46]=[N:47][C:48]4[C:53]([CH:54]=3)=[CH:52][CH:51]=[CH:50][CH:49]=4)=[C:21]2[N:20]=1.[Br:55]N1C(=O)CCC1=O. Product: [CH3:31][Si:30]([CH3:33])([CH3:32])[CH2:29][CH2:28][O:27][CH2:26][N:25]([CH2:34][O:35][CH2:36][CH2:37][Si:38]([CH3:41])([CH3:40])[CH3:39])[C:23]1[N:22]2[N:42]=[CH:43][C:44]([C:45]3[CH:46]=[N:47][C:48]4[C:53]([CH:54]=3)=[CH:52][CH:51]=[CH:50][CH:49]=4)=[C:21]2[N:20]=[C:19]([O:1][CH2:2][CH:3]2[CH2:8][CH2:7][N:6]([C:9]([O:11][C:12]([CH3:15])([CH3:14])[CH3:13])=[O:10])[CH2:5][CH2:4]2)[C:24]=1[Br:55]. The catalyst class is: 56. (5) Product: [C:1]([NH:5][S:7]([C:10]1[CH:19]=[CH:18][CH:17]=[C:16]([N+:20]([O-:22])=[O:21])[C:11]=1[C:12]([O:14][CH3:15])=[O:13])(=[O:8])=[O:9])([CH3:4])([CH3:3])[CH3:2]. The catalyst class is: 4. Reactant: [C:1]([NH2:5])([CH3:4])([CH3:3])[CH3:2].Cl[S:7]([C:10]1[CH:19]=[CH:18][CH:17]=[C:16]([N+:20]([O-:22])=[O:21])[C:11]=1[C:12]([O:14][CH3:15])=[O:13])(=[O:9])=[O:8].Cl. (6) Reactant: C[Si]([C:5]#[C:6][C:7]1[CH:12]=[CH:11][C:10]([CH2:13][CH2:14][C:15]([O:17][CH3:18])=[O:16])=[CH:9][CH:8]=1)(C)C.C(=O)([O-])[O-].[K+].[K+].O.CCOC(C)=O. Product: [C:6]([C:7]1[CH:12]=[CH:11][C:10]([CH2:13][CH2:14][C:15]([O:17][CH3:18])=[O:16])=[CH:9][CH:8]=1)#[CH:5]. The catalyst class is: 5. (7) Reactant: [CH2:1]([C:5]1[C:14]2[C:9](=[CH:10][CH:11]=[C:12]([C:15]([OH:17])=O)[CH:13]=2)[CH:8]=[CH:7][N:6]=1)[CH2:2][CH2:3][CH3:4].C(N(CC)C(C)C)(C)C.CN(C(ON1N=NC2C=CC=CC1=2)=[N+](C)C)C.F[P-](F)(F)(F)(F)F.[NH2:51][C@@H:52]([CH2:66][C:67]1[CH:72]=[C:71]([F:73])[CH:70]=[C:69]([F:74])[CH:68]=1)[C@H:53]([OH:65])[CH2:54][NH:55][CH2:56][C:57]1[CH:62]=[CH:61][CH:60]=[C:59]([CH2:63][CH3:64])[CH:58]=1. Product: [CH2:1]([C:5]1[C:14]2[C:9](=[CH:10][CH:11]=[C:12]([C:15]([NH:51][C@@H:52]([CH2:66][C:67]3[CH:68]=[C:69]([F:74])[CH:70]=[C:71]([F:73])[CH:72]=3)[C@H:53]([OH:65])[CH2:54][NH:55][CH2:56][C:57]3[CH:62]=[CH:61][CH:60]=[C:59]([CH2:63][CH3:64])[CH:58]=3)=[O:17])[CH:13]=2)[CH:8]=[CH:7][N:6]=1)[CH2:2][CH2:3][CH3:4]. The catalyst class is: 2. (8) Reactant: C(OC([N:8]1[CH2:13][CH2:12][C:11]2[NH:14][N:15]=[CH:16][C:10]=2[CH2:9]1)=O)(C)(C)C. Product: [NH:14]1[C:11]2[CH2:12][CH2:13][NH:8][CH2:9][C:10]=2[CH:16]=[N:15]1. The catalyst class is: 574. (9) Reactant: [C:1]([C:3]1[C:4]([NH2:9])=[N:5][CH:6]=[CH:7][CH:8]=1)#[CH:2].[O:10]1[CH2:14][CH2:13][CH2:12][CH:11]1[CH2:15][CH2:16][C:17]1[CH:22]=[CH:21][C:20]([CH2:23][C:24](Cl)=[N:25][OH:26])=[CH:19][CH:18]=1.C(N(CC)CC)C. Product: [O:10]1[CH2:14][CH2:13][CH2:12][CH:11]1[CH2:15][CH2:16][C:17]1[CH:22]=[CH:21][C:20]([CH2:23][C:24]2[CH:2]=[C:1]([C:3]3[C:4]([NH2:9])=[N:5][CH:6]=[CH:7][CH:8]=3)[O:26][N:25]=2)=[CH:19][CH:18]=1. The catalyst class is: 7.